This data is from Full USPTO retrosynthesis dataset with 1.9M reactions from patents (1976-2016). The task is: Predict the reactants needed to synthesize the given product. (1) Given the product [Cl:1][C:2]1[CH:7]=[CH:6][CH:5]=[CH:4][C:3]=1[O:8][CH2:16][C:17]([O:19][CH2:20][CH3:21])=[O:18], predict the reactants needed to synthesize it. The reactants are: [Cl:1][C:2]1[CH:7]=[CH:6][CH:5]=[CH:4][C:3]=1[OH:8].C(=O)([O-])[O-].[K+].[K+].Br[CH2:16][C:17]([O:19][CH2:20][CH3:21])=[O:18]. (2) Given the product [O:1]1[C:5]2[CH:6]=[CH:7][CH:8]=[CH:9][C:4]=2[N:3]=[C:2]1[C:10]1[CH:11]=[CH:12][C:13]([C:14]([N:27]([CH3:26])[C@@H:28]2[CH2:32][CH2:31][C@H:30]([NH:33][C:34](=[O:37])[CH2:35][CH3:36])[CH2:29]2)=[O:16])=[CH:17][CH:18]=1, predict the reactants needed to synthesize it. The reactants are: [O:1]1[C:5]2[CH:6]=[CH:7][CH:8]=[CH:9][C:4]=2[N:3]=[C:2]1[C:10]1[CH:18]=[CH:17][C:13]([C:14]([OH:16])=O)=[CH:12][CH:11]=1.FC(F)(F)C(O)=O.[CH3:26][NH:27][C@@H:28]1[CH2:32][CH2:31][C@H:30]([NH:33][C:34](=[O:37])[CH2:35][CH3:36])[CH2:29]1.Cl.CN(C)CCCN=C=NCC.ON1C2C=CC=CC=2N=N1.CN1CCOCC1. (3) Given the product [CH:13]1[C:14]2[CH:15]=[C:2]([NH:16][C:17]3[C:18]4[C:23]([C:24]5[CH:25]=[CH:26][CH:27]=[CH:28][C:29]=5[CH:30]=3)=[CH:22][CH:21]=[CH:20][CH:19]=4)[C:3]3[C:8](=[CH:7][CH:6]=[CH:5][CH:4]=3)[C:9]=2[CH:10]=[CH:11][CH:12]=1, predict the reactants needed to synthesize it. The reactants are: Br[C:2]1[C:3]2[C:8]([C:9]3[CH:10]=[CH:11][CH:12]=[CH:13][C:14]=3[CH:15]=1)=[CH:7][CH:6]=[CH:5][CH:4]=2.[NH2:16][C:17]1[C:18]2[C:23]([C:24]3[CH:25]=[CH:26][CH:27]=[CH:28][C:29]=3[CH:30]=1)=[CH:22][CH:21]=[CH:20][CH:19]=2.